This data is from Reaction yield outcomes from USPTO patents with 853,638 reactions. The task is: Predict the reaction yield, written as a fraction of the theoretical maximum amount of product (1.0 means a 100% yield; for example, 0.34 means a 34% yield). (1) The product is [CH3:1][O:2][C:3]1[CH:12]=[C:11]2[C:6]([CH2:7][CH2:8][CH:9]=[C:10]2[CH2:16][C:14]#[N:15])=[CH:5][CH:4]=1. The reactants are [CH3:1][O:2][C:3]1[CH:12]=[C:11]2[C:6]([CH2:7][CH2:8][CH2:9][C:10]2=O)=[CH:5][CH:4]=1.[C:14]([CH2:16]C(O)=O)#[N:15].C(O)(=O)CCCCCC.NC1C=CC=CC=1. The catalyst is C1(C)C=CC=CC=1. The yield is 0.870. (2) The reactants are [CH3:1][N:2]1[CH:6]=[C:5]([C:7]2[CH:8]=[CH:9][C:10]3[N:11]([C:13]([SH:16])=[N:14][N:15]=3)[CH:12]=2)[CH:4]=[N:3]1.Br[C:18]1[CH:19]=[C:20]2[C:25](=[CH:26][CH:27]=1)[N:24]=[CH:23][C:22]([N:28]1[CH2:33][CH2:32][O:31][CH2:30][CH2:29]1)=[C:21]2[O:34][CH3:35].C1(P(C2C=CC=CC=2)C2C3OC4C(=CC=CC=4P(C4C=CC=CC=4)C4C=CC=CC=4)C(C)(C)C=3C=CC=2)C=CC=CC=1.C(N(CC)C(C)C)(C)C. The catalyst is CN(C)C=O.C1C=CC(/C=C/C(/C=C/C2C=CC=CC=2)=O)=CC=1.C1C=CC(/C=C/C(/C=C/C2C=CC=CC=2)=O)=CC=1.C1C=CC(/C=C/C(/C=C/C2C=CC=CC=2)=O)=CC=1.[Pd].[Pd]. The product is [CH3:35][O:34][C:21]1[C:20]2[C:25](=[CH:26][CH:27]=[C:18]([S:16][C:13]3[N:11]4[CH:12]=[C:7]([C:5]5[CH:4]=[N:3][N:2]([CH3:1])[CH:6]=5)[CH:8]=[CH:9][C:10]4=[N:15][N:14]=3)[CH:19]=2)[N:24]=[CH:23][C:22]=1[N:28]1[CH2:33][CH2:32][O:31][CH2:30][CH2:29]1. The yield is 0.180.